Dataset: Catalyst prediction with 721,799 reactions and 888 catalyst types from USPTO. Task: Predict which catalyst facilitates the given reaction. (1) Reactant: [C:1]([O:5][C:6]([N:8]([CH3:44])[C@H:9]([C:19]([NH:21][C@H:22]([C:28]([N:30]([C@@H:32]([CH:41]([CH3:43])[CH3:42])/[CH:33]=[C:34](\[CH3:40])/[C:35]([O:37]CC)=[O:36])[CH3:31])=[O:29])[C:23]([CH3:27])([CH2:25][CH3:26])[CH3:24])=[O:20])[C:10]([CH3:18])([CH3:17])[C:11]1[CH:16]=[CH:15][CH:14]=[CH:13][CH:12]=1)=[O:7])([CH3:4])([CH3:3])[CH3:2].O1CCCC1.O.[OH-].[Li+]. Product: [C:1]([O:5][C:6]([N:8]([CH3:44])[C@H:9]([C:19]([NH:21][C@H:22]([C:28]([N:30]([C@@H:32]([CH:41]([CH3:43])[CH3:42])/[CH:33]=[C:34](/[C:35]([OH:37])=[O:36])\[CH3:40])[CH3:31])=[O:29])[C:23]([CH3:24])([CH2:25][CH3:26])[CH3:27])=[O:20])[C:10]([CH3:17])([CH3:18])[C:11]1[CH:12]=[CH:13][CH:14]=[CH:15][CH:16]=1)=[O:7])([CH3:2])([CH3:3])[CH3:4]. The catalyst class is: 5. (2) Reactant: [CH2:1]([O:3][C:4]([C:6]1[S:10][C:9]2[CH:11]=[C:12](I)[CH:13]=[CH:14][C:8]=2[CH:7]=1)=[O:5])[CH3:2].C([Mg]Br)C.[CH3:20][CH2:21][C:22](=[O:25])[CH2:23][CH3:24]. Product: [CH2:1]([O:3][C:4]([C:6]1[S:10][C:9]2[CH:11]=[C:12]([C:22]([CH2:23][CH3:24])([OH:25])[CH2:21][CH3:20])[CH:13]=[CH:14][C:8]=2[CH:7]=1)=[O:5])[CH3:2]. The catalyst class is: 1.